From a dataset of Catalyst prediction with 721,799 reactions and 888 catalyst types from USPTO. Predict which catalyst facilitates the given reaction. (1) Reactant: [Cl:1][C:2]1[C:26]([Cl:27])=[CH:25][CH:24]=[CH:23][C:3]=1[C:4]([NH:6][CH2:7][CH:8]([N:16]1[CH2:21][CH2:20][CH:19]([OH:22])[CH2:18][CH2:17]1)[C:9]1[CH:10]=[N:11][C:12]([CH3:15])=[N:13][CH:14]=1)=[O:5].C[N+]1([O-])CCOCC1. Product: [Cl:1][C:2]1[C:26]([Cl:27])=[CH:25][CH:24]=[CH:23][C:3]=1[C:4]([NH:6][CH2:7][CH:8]([C:9]1[CH:14]=[N:13][C:12]([CH3:15])=[N:11][CH:10]=1)[N:16]1[CH2:21][CH2:20][C:19](=[O:22])[CH2:18][CH2:17]1)=[O:5]. The catalyst class is: 862. (2) Reactant: [F:1][C:2]1[CH:25]=[CH:24][C:5]([CH2:6][NH:7][C:8]([C:10]2[C:19]([O:20][CH3:21])=[C:18]3C(C=C[CH:16]=[N:17]3)=[C:12]([NH:22][CH3:23])[N:11]=2)=[O:9])=[CH:4][CH:3]=1.[CH:26]([N:29]([CH:32]([CH3:34])[CH3:33])[CH2:30][CH3:31])(C)C.ClC(Cl)([O:38]C(=O)OC(Cl)(Cl)Cl)Cl.[O:47]1[CH2:52][CH2:51][N:50](CCN)[CH2:49][CH2:48]1. Product: [F:1][C:2]1[CH:3]=[CH:4][C:5]([CH2:6][NH:7][C:8]([C:10]2[N:11]=[C:12]3[N:22]([CH3:23])[C:26](=[O:38])[N:29]([CH2:30][CH2:31][N:50]4[CH2:51][CH2:52][O:47][CH2:48][CH2:49]4)[C:32]4=[CH:34][CH:16]=[N:17][C:18]([C:19]=2[O:20][CH3:21])=[C:33]34)=[O:9])=[CH:24][CH:25]=1. The catalyst class is: 2.